From a dataset of Forward reaction prediction with 1.9M reactions from USPTO patents (1976-2016). Predict the product of the given reaction. (1) Given the reactants [Br:1][C:2]1[CH:7]=[CH:6][C:5]([CH3:8])=[C:4]([N+:9]([O-:11])=[O:10])[CH:3]=1.[Mn]([O-])(=O)(=O)=[O:13].[K+].[OH2:18], predict the reaction product. The product is: [Br:1][C:2]1[CH:7]=[CH:6][C:5]([C:8]([OH:13])=[O:18])=[C:4]([N+:9]([O-:11])=[O:10])[CH:3]=1. (2) Given the reactants [CH2:1]([SH:4])[CH2:2][CH3:3].[Li]CCCC.Br[CH2:11][CH2:12][CH2:13][CH2:14][CH2:15][C:16]([O:18][CH2:19][CH3:20])=[O:17], predict the reaction product. The product is: [CH2:1]([S:4][CH2:11][CH2:12][CH2:13][CH2:14][CH2:15][C:16]([O:18][CH2:19][CH3:20])=[O:17])[CH2:2][CH3:3].